Dataset: Retrosynthesis with 50K atom-mapped reactions and 10 reaction types from USPTO. Task: Predict the reactants needed to synthesize the given product. (1) Given the product O=C(Nc1ncnc2c1ncn2CC(=O)N1CCN(S(=O)(=O)c2nc3ccccc3s2)C(=O)C1)OC(c1ccccc1)c1ccccc1, predict the reactants needed to synthesize it. The reactants are: O=C(O)Cn1cnc2c(NC(=O)OC(c3ccccc3)c3ccccc3)ncnc21.O=C1CNCCN1S(=O)(=O)c1nc2ccccc2s1. (2) The reactants are: CC(=O)N[C@H](CC(N)=O)C(=O)O.Nc1ccc(-c2ccc(C(=O)O)c(=O)[nH]2)cc1. Given the product CC(=O)N[C@H](CC(N)=O)C(=O)Nc1ccc(-c2ccc(C(=O)O)c(=O)[nH]2)cc1, predict the reactants needed to synthesize it. (3) Given the product CC(=O)Nc1ccnn1-c1c(F)c(F)c(C(F)(F)F)c(F)c1F, predict the reactants needed to synthesize it. The reactants are: CC(=O)O.Nc1ccnn1-c1c(F)c(F)c(C(F)(F)F)c(F)c1F. (4) The reactants are: COC(=O)c1ccsc1N.O=Cc1ccccc1. Given the product COC(=O)c1ccsc1NCc1ccccc1, predict the reactants needed to synthesize it. (5) Given the product O=C1CCCN1CCCNCc1ccc(-c2cc3ncnc(Nc4ccc5[nH]ccc5c4)c3s2)cc1, predict the reactants needed to synthesize it. The reactants are: NCCCN1CCCC1=O.O=Cc1ccc(-c2cc3ncnc(Nc4ccc5[nH]ccc5c4)c3s2)cc1. (6) Given the product CCN(CC)c1cc(OC)c(C(=O)NC2CCN(Cc3ccccc3)C2)cc1Cl, predict the reactants needed to synthesize it. The reactants are: CCN(CC)c1cc(OC)c(C(=O)O)cc1Cl.NC1CCN(Cc2ccccc2)C1. (7) Given the product COc1cc2c(cc1OC)C(Cc1ccc(Cl)c(Cl)c1)NCC(=O)N2, predict the reactants needed to synthesize it. The reactants are: COc1cc2c(cc1OC)C(Cc1ccc(Cl)c(Cl)c1)=NCC(=O)N2. (8) Given the product CCOc1cc(C(C)(C)C#N)ccc1C1=N[C@@H](c2ccc(Cl)cc2)[C@@H](c2ccc(Cl)cc2)N1C(=O)N1CCN(CC(=O)N(C)CCC#N)CC1, predict the reactants needed to synthesize it. The reactants are: CCOc1cc(C(C)(C)C#N)ccc1C1=N[C@@H](c2ccc(Cl)cc2)[C@@H](c2ccc(Cl)cc2)N1C(=O)Cl.CN(CCC#N)C(=O)CN1CCNCC1. (9) Given the product CS(=O)(=O)Nc1cc([C@@H](O)CNC2CCN(c3ccc(C(=O)NCC(=O)O)cc3)CC2)ccc1O, predict the reactants needed to synthesize it. The reactants are: CCOC(=O)CNC(=O)c1ccc(N2CCC(NC[C@H](O)c3ccc(O)c(NS(C)(=O)=O)c3)CC2)cc1. (10) Given the product C#Cc1c(Cl)cc(C(C)O)c(-c2cccc(F)c2)c1/N=N/N(CC)CC, predict the reactants needed to synthesize it. The reactants are: C#Cc1c(Cl)cc(C(C)=O)c(-c2cccc(F)c2)c1/N=N/N(CC)CC.